From a dataset of Reaction yield outcomes from USPTO patents with 853,638 reactions. Predict the reaction yield, written as a fraction of the theoretical maximum amount of product (1.0 means a 100% yield; for example, 0.34 means a 34% yield). The reactants are C(=O)([O-])[O-].[K+].[K+].Cl[C:8]1[CH:21]=[C:20]([F:22])[CH:19]=[CH:18][C:9]=1[NH:10][C:11]1[CH:16]=[CH:15][C:14]([F:17])=[CH:13][CH:12]=1.F[B-](F)(F)F.C1([PH+](C2CCCCC2)C2CCCCC2)CCCCC1. The catalyst is C([O-])(=O)C.C([O-])(=O)C.[Pd+2].CN(C)C(=O)C. The product is [F:22][C:20]1[CH:21]=[CH:8][C:9]2[NH:10][C:11]3[C:16]([C:18]=2[CH:19]=1)=[CH:15][C:14]([F:17])=[CH:13][CH:12]=3. The yield is 0.880.